From a dataset of Full USPTO retrosynthesis dataset with 1.9M reactions from patents (1976-2016). Predict the reactants needed to synthesize the given product. (1) Given the product [F:1][C:2]1[CH:3]=[C:4]([CH:13]=[CH:14][CH:15]=1)[O:5][CH2:6][CH2:7][CH2:8][CH2:9][CH2:10][CH:11]=[O:12], predict the reactants needed to synthesize it. The reactants are: [F:1][C:2]1[CH:3]=[C:4]([CH:13]=[CH:14][CH:15]=1)[O:5][CH2:6][CH2:7][CH2:8][CH2:9][CH2:10][CH2:11][OH:12].CC(OI1(OC(C)=O)(OC(C)=O)OC(=O)C2C=CC=CC1=2)=O.S([O-])([O-])(=O)=S.[Na+].[Na+]. (2) Given the product [CH2:1]([CH:3]([C:7]1[C:15]2[NH:14][C:13](=[O:16])[NH:12][C:11]=2[CH:10]=[CH:9][CH:8]=1)[CH2:4][CH3:5])[CH3:2], predict the reactants needed to synthesize it. The reactants are: [CH2:1]([C:3]([C:7]1[C:15]2[NH:14][C:13](=[O:16])[NH:12][C:11]=2[CH:10]=[CH:9][CH:8]=1)(O)[CH2:4][CH3:5])[CH3:2].Cl. (3) Given the product [S:16](=[C:2]1[CH:9]=[CH:8][C:5]([C:6]#[N:7])=[CH:4][CH2:3]1)(=[O:18])=[O:17], predict the reactants needed to synthesize it. The reactants are: F[C:2]1[CH:9]=[CH:8][C:5]([C:6]#[N:7])=[CH:4][CH:3]=1.C1([S:16]([O-:18])=[O:17])C=CC=CC=1.[Na+]. (4) Given the product [Cl:35][C:30]1[CH:29]=[C:28]([CH2:27][C:26](=[O:36])[CH2:25][NH:24][C:20]([C:10]2[N:11]=[C:12]3[N:18]([CH3:19])[CH:17]=[CH:16][N:13]3[C:14](=[O:15])[C:9]=2[O:8][CH2:1][C:2]2[CH:3]=[CH:4][CH:5]=[CH:6][CH:7]=2)=[O:21])[CH:33]=[CH:32][C:31]=1[Cl:34], predict the reactants needed to synthesize it. The reactants are: [CH2:1]([O:8][C:9]1[C:14](=[O:15])[N:13]2[CH:16]=[CH:17][N:18]([CH3:19])[C:12]2=[N:11][C:10]=1[C:20](O)=[O:21])[C:2]1[CH:7]=[CH:6][CH:5]=[CH:4][CH:3]=1.Cl.[NH2:24][CH2:25][C:26](=[O:36])[CH2:27][C:28]1[CH:33]=[CH:32][C:31]([Cl:34])=[C:30]([Cl:35])[CH:29]=1. (5) Given the product [C:1]1([C:32]2[CH:37]=[CH:36][CH:35]=[CH:34][CH:33]=2)[CH:6]=[CH:5][C:4]([C:7]2[N:12]=[C:11]([C:13]3[CH:18]=[CH:17][C:16]([C:19]4[CH:24]=[CH:23][CH:22]=[CH:21][CH:20]=4)=[CH:15][CH:14]=3)[N:10]=[C:9]([C:25]3[CH:30]=[CH:29][C:28]([B:41]4[O:42][C:43]([CH3:45])([CH3:44])[C:39]([CH3:55])([CH3:38])[O:40]4)=[CH:27][CH:26]=3)[N:8]=2)=[CH:3][CH:2]=1, predict the reactants needed to synthesize it. The reactants are: [C:1]1([C:32]2[CH:37]=[CH:36][CH:35]=[CH:34][CH:33]=2)[CH:6]=[CH:5][C:4]([C:7]2[N:12]=[C:11]([C:13]3[CH:18]=[CH:17][C:16]([C:19]4[CH:24]=[CH:23][CH:22]=[CH:21][CH:20]=4)=[CH:15][CH:14]=3)[N:10]=[C:9]([C:25]3[CH:30]=[CH:29][C:28](Br)=[CH:27][CH:26]=3)[N:8]=2)=[CH:3][CH:2]=1.[CH3:38][C:39]1([CH3:55])[C:43]([CH3:45])([CH3:44])[O:42][B:41]([B:41]2[O:42][C:43]([CH3:45])([CH3:44])[C:39]([CH3:55])([CH3:38])[O:40]2)[O:40]1.C1(P(C2CCCCC2)C2C=CC=CC=2C2C(C(C)C)=CC(C(C)C)=CC=2C(C)C)CCCCC1.C([O-])(=O)C.[K+]. (6) Given the product [CH3:13][C:10]1[CH:11]=[CH:12][C:7]([F:6])=[C:8]2[C:9]=1[C:16](=[O:2])[C:15](=[O:19])[NH:14]2, predict the reactants needed to synthesize it. The reactants are: S(=O)(=O)(O)[OH:2].[F:6][C:7]1[CH:12]=[CH:11][C:10]([CH3:13])=[CH:9][C:8]=1[NH:14][C:15](=[O:19])[CH:16]=NO. (7) Given the product [Cl:1][S:2]([C:5]1[CH:6]=[C:7]([CH:11]=[CH:12][CH:13]=1)[C:8]([O:21][CH3:20])=[O:9])(=[O:4])=[O:3], predict the reactants needed to synthesize it. The reactants are: [Cl:1][S:2]([C:5]1[CH:6]=[C:7]([CH:11]=[CH:12][CH:13]=1)[C:8](Cl)=[O:9])(=[O:4])=[O:3].N1C=CC=CC=1.[CH3:20][OH:21]. (8) Given the product [Cl:1][C:2]1[CH:7]=[CH:6][C:5]([NH2:8])=[C:4]([C:16]2[NH:17][CH:18]=[CH:19][CH:20]=2)[CH:3]=1, predict the reactants needed to synthesize it. The reactants are: [Cl:1][C:2]1[CH:7]=[CH:6][C:5]([NH:8]C(=O)OC(C)(C)C)=[C:4]([C:16]2[NH:17][CH:18]=[CH:19][CH:20]=2)[CH:3]=1.FC(F)(F)C(O)=O.